From a dataset of Catalyst prediction with 721,799 reactions and 888 catalyst types from USPTO. Predict which catalyst facilitates the given reaction. (1) Reactant: [CH3:1][C:2]1[CH:6]=[C:5]([NH2:7])[N:4]([C:8]2[CH:13]=[CH:12][CH:11]=[CH:10][C:9]=2[CH3:14])[N:3]=1.[Br:15]Br.O.[OH-].[K+]. Product: [Br:15][C:6]1[C:2]([CH3:1])=[N:3][N:4]([C:8]2[CH:13]=[CH:12][CH:11]=[CH:10][C:9]=2[CH3:14])[C:5]=1[NH2:7]. The catalyst class is: 15. (2) Product: [CH2:1]([C@@H:3]1[N:12]([C:27](=[O:36])[C:28]2[CH:33]=[CH:32][C:31]([O:34][CH3:35])=[CH:30][CH:29]=2)[C:11]2[C:6](=[CH:7][CH:8]=[C:9]([F:13])[CH:10]=2)[NH:5][C:4]1=[O:14])[CH3:2]. The catalyst class is: 28. Reactant: [CH2:1]([C@@H:3]1[NH:12][C:11]2[C:6](=[CH:7][CH:8]=[C:9]([F:13])[CH:10]=2)[NH:5][C:4]1=[O:14])[CH3:2].C([C@H]1N([C:27](=[O:36])[C:28]2[CH:33]=[CH:32][C:31]([O:34][CH3:35])=[CH:30][CH:29]=2)C2C(=CC(F)=CC=2)NC1=O)C. (3) The catalyst class is: 5. Reactant: [C:1]([O:5][C:6](=[O:18])[NH:7][CH2:8][C:9]([C:11]1[CH:16]=[CH:15][CH:14]=[C:13]([F:17])[CH:12]=1)=O)([CH3:4])([CH3:3])[CH3:2].C([O-])(=O)C.[NH4+].C([BH3-])#[N:25].[Na+]. Product: [C:1]([O:5][C:6](=[O:18])[NH:7][CH2:8][CH:9]([NH2:25])[C:11]1[CH:16]=[CH:15][CH:14]=[C:13]([F:17])[CH:12]=1)([CH3:4])([CH3:3])[CH3:2]. (4) Reactant: C([N:8]1[CH2:13][CH2:12][C:11]([C:15]([F:18])([F:17])[F:16])([OH:14])[CH2:10][CH2:9]1)C1C=CC=CC=1.[H][H]. Product: [F:18][C:15]([F:16])([F:17])[C:11]1([OH:14])[CH2:10][CH2:9][NH:8][CH2:13][CH2:12]1. The catalyst class is: 19. (5) Reactant: [Cl:1][C:2]1[CH:7]=[C:6]([NH2:8])[CH:5]=[CH:4][N:3]=1.S(=O)(=O)(O)O.[N+:14]([O-])([OH:16])=[O:15].N. Product: [Cl:1][C:2]1[CH:7]=[C:6]([NH:8][N+:14]([O-:16])=[O:15])[CH:5]=[CH:4][N:3]=1. The catalyst class is: 6. (6) Reactant: I[C:2]1[CH:3]=[C:4]2[C:8](=[CH:9][CH:10]=1)[N:7]([CH:11]1[CH2:16][CH2:15][CH2:14][CH2:13][O:12]1)[N:6]=[C:5]2[CH2:17][N:18]([CH3:30])[CH2:19][CH2:20][N:21]([CH3:29])[C:22](=[O:28])[O:23][C:24]([CH3:27])([CH3:26])[CH3:25].CN(CCNC)[C:33](=O)[O:34][C:35]([CH3:38])(C)C.C(=O)([O-])[O-].[K+].[K+].O1CCO[CH2:52][CH2:51]1. Product: [O:34]1[CH2:33][CH:52]=[C:51]([C:2]2[CH:3]=[C:4]3[C:8](=[CH:9][CH:10]=2)[N:7]([CH:11]2[CH2:16][CH2:15][CH2:14][CH2:13][O:12]2)[N:6]=[C:5]3[CH2:17][N:18]([CH3:30])[CH2:19][CH2:20][N:21]([CH3:29])[C:22](=[O:28])[O:23][C:24]([CH3:25])([CH3:26])[CH3:27])[CH2:38][CH2:35]1. The catalyst class is: 257. (7) Reactant: [OH-].[Na+].[CH3:3][O:4][CH2:5][CH2:6][O:7][CH2:8][CH2:9][O:10][CH2:11][CH2:12][OH:13].[S:14](Cl)([C:17]1[CH:23]=[CH:22][C:20]([CH3:21])=[CH:19][CH:18]=1)(=[O:16])=[O:15].Cl. Product: [S:14]([C:17]1[CH:23]=[CH:22][C:20]([CH3:21])=[CH:19][CH:18]=1)([O:13][CH2:12][CH2:11][O:10][CH2:9][CH2:8][O:7][CH2:6][CH2:5][O:4][CH3:3])(=[O:16])=[O:15]. The catalyst class is: 20. (8) Reactant: C([NH:4][C:5]1[CH:14]=[C:13]2[C:8]([CH:9]=[CH:10][C:11]([S:15]([NH:18][C:19]3[CH:20]=[CH:21][C:22]([Cl:28])=[C:23]([CH:27]=3)[C:24]([OH:26])=[O:25])(=[O:17])=[O:16])=[CH:12]2)=[CH:7][CH:6]=1)(=O)C.Cl. Product: [NH2:4][C:5]1[CH:14]=[C:13]2[C:8]([CH:9]=[CH:10][C:11]([S:15]([NH:18][C:19]3[CH:20]=[CH:21][C:22]([Cl:28])=[C:23]([CH:27]=3)[C:24]([OH:26])=[O:25])(=[O:17])=[O:16])=[CH:12]2)=[CH:7][CH:6]=1. The catalyst class is: 74. (9) Reactant: C[C:2]1[C:3](C)=[C:4]([C:15]#[C:16]CO)[C:5]2[CH2:6][C:7]3[C:12]([C:13]=2[CH:14]=1)=[CH:11][CH:10]=[CH:9][CH:8]=3.[OH-].[Na+].C1(C)C=CC=CC=1. Product: [C:4]1([C:15]#[CH:16])[C:5]2[CH2:6][C:7]3[C:12](=[CH:11][CH:10]=[CH:9][CH:8]=3)[C:13]=2[CH:14]=[CH:2][CH:3]=1. The catalyst class is: 81.